This data is from Full USPTO retrosynthesis dataset with 1.9M reactions from patents (1976-2016). The task is: Predict the reactants needed to synthesize the given product. (1) The reactants are: [Cl:1][C:2]1[CH:3]=[C:4]([C:12]2[N:16]=[C:15]([C:17]3[C:18]([CH3:24])=[C:19]([OH:23])[CH:20]=[CH:21][CH:22]=3)[O:14][N:13]=2)[CH:5]=[CH:6][C:7]=1[O:8][CH:9]([CH3:11])[CH3:10].CC1(C)[O:30][C@@H:29]([CH2:31]O)[CH2:28][O:27]1.C1(P(C2C=CC=CC=2)C2C=CC=CC=2)C=CC=CC=1.Cl.C(O)(C(F)(F)F)=O. Given the product [Cl:1][C:2]1[CH:3]=[C:4]([C:12]2[N:16]=[C:15]([C:17]3[C:18]([CH3:24])=[C:19]([CH:20]=[CH:21][CH:22]=3)[O:23][CH2:31][C@H:29]([OH:30])[CH2:28][OH:27])[O:14][N:13]=2)[CH:5]=[CH:6][C:7]=1[O:8][CH:9]([CH3:10])[CH3:11], predict the reactants needed to synthesize it. (2) Given the product [Cl:33][C:30]1[CH:31]=[CH:32][C:27]([CH2:26][C:14]2[C:11]3[C:12](=[O:13])[N:7]([CH2:6][CH2:5][CH2:4][OH:3])[C:8](=[O:35])[N:9]([CH3:34])[C:10]=3[N:17]=[CH:16][C:15]=2[O:18][C:19]2[CH:20]=[N:21][CH:22]=[C:23]([CH3:25])[CH:24]=2)=[CH:28][CH:29]=1, predict the reactants needed to synthesize it. The reactants are: C([O:3][CH2:4][CH2:5][CH2:6][N:7]1[C:12](=[O:13])[C:11]2[C:14]([CH2:26][C:27]3[CH:32]=[CH:31][C:30]([Cl:33])=[CH:29][CH:28]=3)=[C:15]([O:18][C:19]3[CH:20]=[N:21][CH:22]=[C:23]([CH3:25])[CH:24]=3)[CH:16]=[N:17][C:10]=2[N:9]([CH3:34])[C:8]1=[O:35])=O.O[Li].O. (3) Given the product [CH2:1]([C:3]1[C:4]([NH:29][C:30](=[O:31])[O:32][CH2:33][C@@H:34]2[CH2:39][O:38][CH2:37][CH2:36][NH:35]2)=[CH:5][N:6]2[C:11]=1[C:10]([NH:12][C:13]1[CH:14]=[C:15]3[C:19](=[CH:20][CH:21]=1)[N:18]([CH2:22][C:23]1[CH:24]=[CH:25][CH:26]=[CH:27][CH:28]=1)[N:17]=[CH:16]3)=[N:9][CH:8]=[N:7]2)[CH3:2], predict the reactants needed to synthesize it. The reactants are: [CH2:1]([C:3]1[C:4]([NH:29][C:30]([O:32][CH2:33][C@@H:34]2[CH2:39][O:38][CH2:37][CH2:36][N:35]2C(OC(C)(C)C)=O)=[O:31])=[CH:5][N:6]2[C:11]=1[C:10]([NH:12][C:13]1[CH:14]=[C:15]3[C:19](=[CH:20][CH:21]=1)[N:18]([CH2:22][C:23]1[CH:28]=[CH:27][CH:26]=[CH:25][CH:24]=1)[N:17]=[CH:16]3)=[N:9][CH:8]=[N:7]2)[CH3:2].FC(F)(F)C(O)=O.C(=O)([O-])[O-].[Na+].[Na+].